Dataset: TCR-epitope binding with 47,182 pairs between 192 epitopes and 23,139 TCRs. Task: Binary Classification. Given a T-cell receptor sequence (or CDR3 region) and an epitope sequence, predict whether binding occurs between them. (1) The epitope is MMISAGFSL. The TCR CDR3 sequence is CASREWGGTDTQYF. Result: 0 (the TCR does not bind to the epitope). (2) The epitope is SLYNTVATL. The TCR CDR3 sequence is CASSLIRGTEAFF. Result: 0 (the TCR does not bind to the epitope). (3) The epitope is NLSALGIFST. The TCR CDR3 sequence is CASSRLAGGDEQFF. Result: 1 (the TCR binds to the epitope). (4) The epitope is FPPTSFGPL. The TCR CDR3 sequence is CASSQDMGLAAYEQYF. Result: 0 (the TCR does not bind to the epitope). (5) The epitope is LLQTGIHVRVSQPSL. The TCR CDR3 sequence is CSAGALETQYF. Result: 1 (the TCR binds to the epitope). (6) The epitope is KLGGALQAK. The TCR CDR3 sequence is CASSPPRYSNQPQHF. Result: 1 (the TCR binds to the epitope).